Dataset: Peptide-MHC class I binding affinity with 185,985 pairs from IEDB/IMGT. Task: Regression. Given a peptide amino acid sequence and an MHC pseudo amino acid sequence, predict their binding affinity value. This is MHC class I binding data. The peptide sequence is PSDGNCTCI. The MHC is H-2-Db with pseudo-sequence H-2-Db. The binding affinity (normalized) is 0.0641.